This data is from Reaction yield outcomes from USPTO patents with 853,638 reactions. The task is: Predict the reaction yield, written as a fraction of the theoretical maximum amount of product (1.0 means a 100% yield; for example, 0.34 means a 34% yield). The reactants are C(=O)(OC(C)(C)C)[O:2][C:3]1[N:7]([C:8]2[CH:13]=[CH:12][CH:11]=[CH:10][N:9]=2)[N:6]=[C:5]([C:14]2[CH:19]=[CH:18][C:17]([C:20]3[CH:25]=[CH:24][C:23]([O:26][CH2:27][C:28]4[CH:33]=[CH:32][CH:31]=[CH:30][CH:29]=4)=[CH:22][CH:21]=3)=[CH:16][CH:15]=2)[CH:4]=1.C(=O)(OC(C)(C)C)OC1N(C2C=CC=CN=2)N=C(C2C=CC(C3C=CC=CC=3)=CC=2)C=1. No catalyst specified. The product is [CH2:27]([O:26][C:23]1[CH:22]=[CH:21][C:20]([C:17]2[CH:18]=[CH:19][C:14]([C:5]3[CH:4]=[C:3]([OH:2])[N:7]([C:8]4[CH:13]=[CH:12][CH:11]=[CH:10][N:9]=4)[N:6]=3)=[CH:15][CH:16]=2)=[CH:25][CH:24]=1)[C:28]1[CH:29]=[CH:30][CH:31]=[CH:32][CH:33]=1. The yield is 0.850.